This data is from Forward reaction prediction with 1.9M reactions from USPTO patents (1976-2016). The task is: Predict the product of the given reaction. (1) The product is: [CH3:26][O:25][C:22](=[O:24])[C:2]1[CH:7]=[C:6]([F:8])[C:5]([CH3:9])=[CH:4][C:3]=1[Cl:10]. Given the reactants Br[C:2]1[CH:7]=[C:6]([F:8])[C:5]([CH3:9])=[CH:4][C:3]=1[Cl:10].C(N(CC)C(C)C)(C)C.CO.[C:22]([O:25][CH2:26]C)(=[O:24])C, predict the reaction product. (2) Given the reactants [CH:1]1[C:10]2[C:5](=[CH:6][CH:7]=[CH:8][CH:9]=2)[CH:4]=[CH:3][C:2]=1[C:11](=O)[CH2:12][C:13]#[N:14].[CH2:16]([NH:23][NH2:24])[C:17]1[CH:22]=[CH:21][CH:20]=[CH:19][CH:18]=1, predict the reaction product. The product is: [CH2:16]([N:23]1[C:13]([NH2:14])=[CH:12][C:11]([C:2]2[CH:3]=[CH:4][C:5]3[C:10](=[CH:9][CH:8]=[CH:7][CH:6]=3)[CH:1]=2)=[N:24]1)[C:17]1[CH:22]=[CH:21][CH:20]=[CH:19][CH:18]=1.